From a dataset of Forward reaction prediction with 1.9M reactions from USPTO patents (1976-2016). Predict the product of the given reaction. (1) Given the reactants [CH3:1][C:2]([O:5][C@H:6]([CH3:32])[C@@H:7]([C:28]([O:30][CH3:31])=[O:29])[NH:8][C:9]([C:11]1[CH:16]=[CH:15][C:14]([C:17]2[CH:22]=[CH:21][C:20]([O:23][CH3:24])=[CH:19][CH:18]=2)=[CH:13][C:12]=1[N+:25]([O-])=O)=[O:10])([CH3:4])[CH3:3], predict the reaction product. The product is: [NH2:25][C:12]1[CH:13]=[C:14]([C:17]2[CH:18]=[CH:19][C:20]([O:23][CH3:24])=[CH:21][CH:22]=2)[CH:15]=[CH:16][C:11]=1[C:9]([NH:8][C@H:7]([C:28]([O:30][CH3:31])=[O:29])[C@@H:6]([CH3:32])[O:5][C:2]([CH3:3])([CH3:4])[CH3:1])=[O:10]. (2) Given the reactants Cl.[NH2:2][CH2:3][C:4]([O:6][CH2:7][CH3:8])=[O:5].[C:9]1([C:15](=O)[CH2:16][CH2:17][C:18](=O)[CH3:19])[CH:14]=[CH:13][CH:12]=[CH:11][CH:10]=1, predict the reaction product. The product is: [CH3:19][C:18]1[N:2]([CH2:3][C:4]([O:6][CH2:7][CH3:8])=[O:5])[C:15]([C:9]2[CH:14]=[CH:13][CH:12]=[CH:11][CH:10]=2)=[CH:16][CH:17]=1.